The task is: Predict the reaction yield, written as a fraction of the theoretical maximum amount of product (1.0 means a 100% yield; for example, 0.34 means a 34% yield).. This data is from Reaction yield outcomes from USPTO patents with 853,638 reactions. (1) The reactants are CC1(C)C(C)(C)OB([C:9]2[CH:10]=[C:11]3[C:15](=[CH:16][CH:17]=2)[C:14](=[O:18])[O:13][CH2:12]3)O1.C(=O)([O-])[O-].[Cs+].[Cs+].Br[C:27]1[CH:32]=[CH:31][C:30]([O:33][CH3:34])=[C:29]([O:35][CH2:36][CH:37]2[CH2:39][CH2:38]2)[C:28]=1[O:40][CH3:41]. The catalyst is O1CCOCC1.C1C=CC([P]([Pd]([P](C2C=CC=CC=2)(C2C=CC=CC=2)C2C=CC=CC=2)([P](C2C=CC=CC=2)(C2C=CC=CC=2)C2C=CC=CC=2)[P](C2C=CC=CC=2)(C2C=CC=CC=2)C2C=CC=CC=2)(C2C=CC=CC=2)C2C=CC=CC=2)=CC=1. The product is [CH:37]1([CH2:36][O:35][C:29]2[C:28]([O:40][CH3:41])=[C:27]([C:9]3[CH:10]=[C:11]4[C:15](=[CH:16][CH:17]=3)[C:14](=[O:18])[O:13][CH2:12]4)[CH:32]=[CH:31][C:30]=2[O:33][CH3:34])[CH2:38][CH2:39]1. The yield is 0.425. (2) The product is [CH3:14][C:6]1([CH3:15])[O:5][C:4]2[CH:3]=[C:2](/[CH:20]=[CH:19]/[C:18]([N:17]([CH3:16])[CH2:22][C:23]3[S:27][C:26]4[CH:28]=[CH:29][CH:30]=[CH:31][C:25]=4[C:24]=3[CH3:32])=[O:21])[CH:11]=[N:10][C:9]=2[NH:8]/[C:7]/1=[N:12]/[CH3:13]. The reactants are Br[C:2]1[CH:11]=[N:10][C:9]2[NH:8]/[C:7](=[N:12]/[CH3:13])/[C:6]([CH3:15])([CH3:14])[O:5][C:4]=2[CH:3]=1.[CH3:16][N:17]([CH2:22][C:23]1[S:27][C:26]2[CH:28]=[CH:29][CH:30]=[CH:31][C:25]=2[C:24]=1[CH3:32])[C:18](=[O:21])[CH:19]=[CH2:20].C(N(C(C)C)CC)(C)C.CC1C=CC=CC=1P(C1C=CC=CC=1C)C1C=CC=CC=1C. The yield is 0.660. The catalyst is CC([O-])=O.CC([O-])=O.[Pd+2].CN(C=O)C.